From a dataset of Forward reaction prediction with 1.9M reactions from USPTO patents (1976-2016). Predict the product of the given reaction. (1) Given the reactants [NH2:1][CH:2]1[CH2:7][CH2:6][N:5]([CH2:8][CH2:9][N:10]2[C:15]3[CH:16]=[C:17]([F:20])[CH:18]=[CH:19][C:14]=3[O:13][CH2:12][C:11]2=[O:21])[CH2:4][CH2:3]1.[O:22]=[C:23]1[CH2:28][O:27][C:26]2[CH:29]=[CH:30][C:31]([CH:33]=O)=[N:32][C:25]=2[NH:24]1.C([BH3-])#N.[Na+], predict the reaction product. The product is: [F:20][C:17]1[CH:18]=[CH:19][C:14]2[O:13][CH2:12][C:11](=[O:21])[N:10]([CH2:9][CH2:8][N:5]3[CH2:4][CH2:3][CH:2]([NH:1][CH2:33][C:31]4[CH:30]=[CH:29][C:26]5[O:27][CH2:28][C:23](=[O:22])[NH:24][C:25]=5[N:32]=4)[CH2:7][CH2:6]3)[C:15]=2[CH:16]=1. (2) Given the reactants [Cl:1][C:2]1[CH:7]=[CH:6][C:5]([C:8]#[C:9][C:10]2[CH:31]=[CH:30][C:13]([O:14][CH2:15][CH2:16][NH:17][CH2:18][C:19]3[CH:24]=[CH:23][C:22]([CH2:25][NH:26][CH2:27][CH2:28]C)=[CH:21][CH:20]=3)=[CH:12][CH:11]=2)=[CH:4][CH:3]=1.[CH:32](N)(C)C, predict the reaction product. The product is: [Cl:1][C:2]1[CH:3]=[CH:4][C:5]([C:8]#[C:9][C:10]2[CH:11]=[CH:12][C:13]([O:14][CH2:15][CH2:16][NH:17][CH2:18][C:19]3[CH:20]=[CH:21][C:22]([CH2:25][NH:26][CH:27]([CH3:28])[CH3:32])=[CH:23][CH:24]=3)=[CH:30][CH:31]=2)=[CH:6][CH:7]=1.